From a dataset of TCR-epitope binding with 47,182 pairs between 192 epitopes and 23,139 TCRs. Binary Classification. Given a T-cell receptor sequence (or CDR3 region) and an epitope sequence, predict whether binding occurs between them. (1) The epitope is QYDPVAALF. The TCR CDR3 sequence is CASSLGTTSYNEQFF. Result: 0 (the TCR does not bind to the epitope). (2) The epitope is VLWAHGFEL. The TCR CDR3 sequence is CASSEGNEQFF. Result: 0 (the TCR does not bind to the epitope). (3) Result: 1 (the TCR binds to the epitope). The TCR CDR3 sequence is CSVDYTAGTGGTEAFF. The epitope is LLQTGIHVRVSQPSL. (4) The epitope is FVDGVPFVV. The TCR CDR3 sequence is CASSLPGETQYF. Result: 1 (the TCR binds to the epitope). (5) The epitope is NLWNTFTRL. The TCR CDR3 sequence is CASSESSGIPFYNEQFF. Result: 0 (the TCR does not bind to the epitope). (6) The epitope is TLIGDCATV. The TCR CDR3 sequence is CASSPSSAIYEQYF. Result: 0 (the TCR does not bind to the epitope). (7) The epitope is DPFRLLQNSQVFS. The TCR CDR3 sequence is CASSLVDGDIQYF. Result: 1 (the TCR binds to the epitope).